From a dataset of Reaction yield outcomes from USPTO patents with 853,638 reactions. Predict the reaction yield, written as a fraction of the theoretical maximum amount of product (1.0 means a 100% yield; for example, 0.34 means a 34% yield). (1) The product is [CH2:7]([CH:6]1[CH2:11][NH:12][C:4](=[O:3])[CH2:5]1)[CH2:8][CH2:9][CH3:10]. The catalyst is CO.[Ni]. The yield is 0.910. The reactants are C([O:3][C:4](=O)[CH2:5][CH:6]([CH2:11][N+:12]([O-])=O)[CH2:7][CH2:8][CH2:9][CH3:10])C.[H][H]. (2) The reactants are [I:1][C:2]1[CH:3]=[N:4][NH:5][CH:6]=1.[H-].[Na+].[CH2:9]([O:16][CH2:17][C:18]([F:26])([F:25])[CH2:19]OS(C)(=O)=O)[C:10]1[CH:15]=[CH:14][CH:13]=[CH:12][CH:11]=1.[Cl-].[NH4+]. The catalyst is CN(C=O)C. The product is [CH2:9]([O:16][CH2:17][C:18]([F:25])([F:26])[CH2:19][N:4]1[CH:3]=[C:2]([I:1])[CH:6]=[N:5]1)[C:10]1[CH:15]=[CH:14][CH:13]=[CH:12][CH:11]=1. The yield is 0.720. (3) The reactants are [CH3:1][O:2][CH2:3][C:4]1[C:8]([CH:9]=[O:10])=[CH:7][N:6]([C:11]2[CH:16]=[C:15]([C:17]([F:20])([F:19])[F:18])[CH:14]=[CH:13][N:12]=2)[N:5]=1.[CH:21]1([Mg]Br)[CH2:26][CH2:25][CH2:24][CH2:23][CH2:22]1. The catalyst is O1CCCC1. The product is [CH:21]1([CH:9]([C:8]2[C:4]([CH2:3][O:2][CH3:1])=[N:5][N:6]([C:11]3[CH:16]=[C:15]([C:17]([F:20])([F:18])[F:19])[CH:14]=[CH:13][N:12]=3)[CH:7]=2)[OH:10])[CH2:26][CH2:25][CH2:24][CH2:23][CH2:22]1. The yield is 0.300. (4) The reactants are [Br:1][C:2]1[CH:7]=[C:6]([NH2:8])[C:5]([N+:9]([O-])=O)=[CH:4][N:3]=1.[CH3:12][O:13][C:14]([NH:16][C:17](=NC(OC)=O)SC)=[O:15]. The catalyst is C(O)(=O)C.[Fe]. The product is [Br:1][C:2]1[N:3]=[CH:4][C:5]2[N:9]=[C:17]([NH:16][C:14](=[O:15])[O:13][CH3:12])[NH:8][C:6]=2[CH:7]=1. The yield is 1.00. (5) The reactants are Br[C:2]1[CH:10]=[C:9]2[C:5]([CH2:6][NH:7][C:8]2=[O:11])=[CH:4][CH:3]=1.[CH3:12][C:13]1([CH3:29])[C:17]([CH3:19])([CH3:18])[O:16][B:15]([B:15]2[O:16][C:17]([CH3:19])([CH3:18])[C:13]([CH3:29])([CH3:12])[O:14]2)[O:14]1.C([O-])(=O)C.[K+]. The catalyst is C1C=CC(P(C2C=CC=CC=2)[C-]2C=CC=C2)=CC=1.C1C=CC(P(C2C=CC=CC=2)[C-]2C=CC=C2)=CC=1.Cl[Pd]Cl.[Fe+2]. The product is [CH3:12][C:13]1([CH3:29])[C:17]([CH3:19])([CH3:18])[O:16][B:15]([C:2]2[CH:10]=[C:9]3[C:5]([CH2:6][NH:7][C:8]3=[O:11])=[CH:4][CH:3]=2)[O:14]1. The yield is 0.620.